Dataset: Forward reaction prediction with 1.9M reactions from USPTO patents (1976-2016). Task: Predict the product of the given reaction. (1) Given the reactants [NH2:1][C:2]1[CH:7]=[CH:6][C:5]([C:8]2[C:16]3[C:11](=[N:12][CH:13]=[CH:14][CH:15]=3)[NH:10][C:9]=2[C:17]([NH2:19])=[O:18])=[CH:4][CH:3]=1.[CH3:20][O:21][C:22]1[CH:27]=[CH:26][C:25]([O:28][CH3:29])=[CH:24][C:23]=1[N:30]=[C:31]=[O:32], predict the reaction product. The product is: [CH3:20][O:21][C:22]1[CH:27]=[CH:26][C:25]([O:28][CH3:29])=[CH:24][C:23]=1[NH:30][C:31](=[O:32])[NH:1][C:2]1[CH:3]=[CH:4][C:5]([C:8]2[C:16]3[C:11](=[N:12][CH:13]=[CH:14][CH:15]=3)[NH:10][C:9]=2[C:17]([NH2:19])=[O:18])=[CH:6][CH:7]=1. (2) The product is: [Br:1][C:2]1[CH:7]=[CH:6][C:5]([C:8]([CH:10]2[CH2:14][CH2:13][N:12]([CH3:15])[CH2:11]2)=[O:9])=[CH:4][CH:3]=1. Given the reactants [Br:1][C:2]1[CH:7]=[CH:6][C:5]([C:8]([CH:10]2[CH2:14][CH2:13][NH:12][CH2:11]2)=[O:9])=[CH:4][CH:3]=1.[C:15](O)(=O)C.C=O.C(O[BH-](OC(=O)C)OC(=O)C)(=O)C.[Na+], predict the reaction product. (3) Given the reactants [NH2:1][C:2]1[NH:6][N:5]=[CH:4][C:3]=1[C:7]#[N:8].[CH3:9][C:10]1[C:14]2[CH:15]=[CH:16][C:17]([C:19](=O)[CH2:20][C:21](OCC)=[O:22])=[CH:18][C:13]=2[O:12][N:11]=1.CC1C=CC(S(O)(=O)=O)=CC=1, predict the reaction product. The product is: [CH3:9][C:10]1[C:14]2[CH:15]=[CH:16][C:17]([C:19]3[NH:1][C:2]4[N:6]([N:5]=[CH:4][C:3]=4[C:7]#[N:8])[C:21](=[O:22])[CH:20]=3)=[CH:18][C:13]=2[O:12][N:11]=1. (4) Given the reactants [NH2:1][C:2]1[CH:29]=[CH:28][CH:27]=[CH:26][C:3]=1[CH2:4][N:5]1[C:17]2[CH2:16][CH2:15][CH:14]([NH:18][C:19](=[O:23])[CH:20]([CH3:22])[CH3:21])[CH2:13][C:12]=2[C:11]2[C:6]1=[CH:7][CH:8]=[C:9]([C:24]#[N:25])[CH:10]=2.[CH3:30][S:31](Cl)(=[O:33])=[O:32].N1C=CC=CC=1.CN(C=O)C, predict the reaction product. The product is: [C:24]([C:9]1[CH:10]=[C:11]2[C:6](=[CH:7][CH:8]=1)[N:5]([CH2:4][C:3]1[CH:26]=[CH:27][CH:28]=[CH:29][C:2]=1[NH:1][S:31]([CH3:30])(=[O:33])=[O:32])[C:17]1[CH2:16][CH2:15][CH:14]([NH:18][C:19](=[O:23])[CH:20]([CH3:21])[CH3:22])[CH2:13][C:12]2=1)#[N:25]. (5) Given the reactants [N+:1]([C:4]1[CH:9]=[CH:8][C:7]([C:10]2[N:14]=[CH:13][NH:12][C:11]=2[C:15]([NH2:17])=[O:16])=[CH:6][CH:5]=1)([O-])=O.[H][H], predict the reaction product. The product is: [NH2:1][C:4]1[CH:5]=[CH:6][C:7]([C:10]2[N:14]=[CH:13][NH:12][C:11]=2[C:15]([NH2:17])=[O:16])=[CH:8][CH:9]=1. (6) Given the reactants [C:1](O[BH-](OC(=O)C)OC(=O)C)(=O)C.[Na+].[F:15][C:16]([F:52])([F:51])[C:17]1[CH:18]=[C:19]([C@H:27]([O:29][C@@H:30]2[C@@H:35]([C:36]3[CH:41]=[CH:40][C:39]([F:42])=[CH:38][CH:37]=3)[C@H:34]([CH2:43][N:44]3[CH2:49][CH2:48][NH:47][CH2:46][C:45]3=[O:50])[CH2:33][CH2:32][O:31]2)[CH3:28])[CH:20]=[C:21]([C:23]([F:26])([F:25])[F:24])[CH:22]=1.C=O.[ClH:55], predict the reaction product. The product is: [ClH:55].[F:26][C:23]([F:24])([F:25])[C:21]1[CH:20]=[C:19]([C@H:27]([O:29][C@@H:30]2[C@@H:35]([C:36]3[CH:37]=[CH:38][C:39]([F:42])=[CH:40][CH:41]=3)[C@H:34]([CH2:43][N:44]3[CH2:49][CH2:48][N:47]([CH3:1])[CH2:46][C:45]3=[O:50])[CH2:33][CH2:32][O:31]2)[CH3:28])[CH:18]=[C:17]([C:16]([F:15])([F:51])[F:52])[CH:22]=1. (7) Given the reactants [CH:1]([C:3]1[C:4](=[O:10])[NH:5][C:6](=[O:9])[NH:7][CH:8]=1)=[O:2].Br[CH2:12][CH2:13][CH2:14][O:15][CH3:16].[CH2:17]1[CH2:27]CN2C(=NCCC2)C[CH2:18]1.CN([CH:31]=[O:32])C, predict the reaction product. The product is: [CH3:16][O:15][CH2:14][CH2:13][CH2:12][N:7]1[CH:8]=[C:3]([CH:1]=[O:2])[C:4](=[O:10])[N:5]([CH2:18][CH2:17][CH2:27][O:32][CH3:31])[C:6]1=[O:9]. (8) Given the reactants [F:1][C:2]1[CH:7]=[CH:6][C:5]([C:8]#[C:9][C:10]([O:12][CH3:13])=[O:11])=[CH:4][CH:3]=1.CC1C=C(C)C=C(C)C=1S([O-])(=O)=O.[NH2:27][N+:28]1[CH:33]=[CH:32][CH:31]=[C:30]([CH3:34])[CH:29]=1.N1(C2CCCCCCCCCC2)CCCN=CCCCCC1, predict the reaction product. The product is: [F:1][C:2]1[CH:3]=[CH:4][C:5]([C:8]2[C:9]([C:10]([O:12][CH3:13])=[O:11])=[C:33]3[CH:32]=[CH:31][C:30]([CH3:34])=[CH:29][N:28]3[N:27]=2)=[CH:6][CH:7]=1.[F:1][C:2]1[CH:3]=[CH:4][C:5]([C:8]2[C:9]([C:10]([O:12][CH3:13])=[O:11])=[C:29]3[C:30]([CH3:34])=[CH:31][CH:32]=[CH:33][N:28]3[N:27]=2)=[CH:6][CH:7]=1. (9) Given the reactants [I:1][C:2]1[CH:7]=[CH:6][C:5]([OH:8])=[CH:4][CH:3]=1.C([O-])([O-])=O.[K+].[K+].[Na+].[I-].Cl[CH2:18][C:19]1([CH3:22])[CH2:21][O:20]1, predict the reaction product. The product is: [I:1][C:2]1[CH:7]=[CH:6][C:5]([O:8][CH2:18][C:19]2([CH3:22])[CH2:21][O:20]2)=[CH:4][CH:3]=1. (10) Given the reactants [C:1]([O:5][C:6]([NH:8][C:9]1[CH:10]=[C:11]([C:24]2[N:29]([CH2:30][C:31](O)=[O:32])[C:28](=[O:34])[C:27]([NH:35][CH:36]([CH3:38])[CH3:37])=[N:26][CH:25]=2)[CH:12]=[C:13]([NH:15][CH2:16][CH2:17][C:18]2[CH:23]=[CH:22][CH:21]=[CH:20][CH:19]=2)[CH:14]=1)=[O:7])([CH3:4])([CH3:3])[CH3:2].O[N:40]1[C:44]2C=CC=CC=2N=N1.[CH3:49][N:50]1CCOCC1.Cl.[CH2:57]([O:64][C:65]([NH:67][C:68]([C:70]1[CH:77]=[CH:76][C:73]([CH2:74]N)=CC=1)=N)=[O:66])[C:58]1[CH:63]=[CH:62][CH:61]=[CH:60][CH:59]=1.C1C=CC(CNC(CN2C3C(=CC=CC=3)C(C=O)=C2)=O)=CC=1, predict the reaction product. The product is: [C:1]([O:5][C:6]([NH:8][C:9]1[CH:10]=[C:11]([C:24]2[N:29]([CH2:30][C:31]([NH:50][CH2:49][C:76]3[CH:77]=[CH:70][C:68]([N:67]([CH:44]=[NH:40])[C:65](=[O:66])[O:64][CH2:57][C:58]4[CH:59]=[CH:60][CH:61]=[CH:62][CH:63]=4)=[CH:74][CH:73]=3)=[O:32])[C:28](=[O:34])[C:27]([NH:35][CH:36]([CH3:38])[CH3:37])=[N:26][CH:25]=2)[CH:12]=[C:13]([NH:15][CH2:16][CH2:17][C:18]2[CH:19]=[CH:20][CH:21]=[CH:22][CH:23]=2)[CH:14]=1)=[O:7])([CH3:2])([CH3:3])[CH3:4].